This data is from hERG potassium channel inhibition data for cardiac toxicity prediction from Karim et al.. The task is: Regression/Classification. Given a drug SMILES string, predict its toxicity properties. Task type varies by dataset: regression for continuous values (e.g., LD50, hERG inhibition percentage) or binary classification for toxic/non-toxic outcomes (e.g., AMES mutagenicity, cardiotoxicity, hepatotoxicity). Dataset: herg_karim. (1) The result is 0 (non-blocker). The compound is CCC(=O)NCC[C@@H]1CCc2ccc3c(c21)CCO3. (2) The compound is Nc1nc(CC(=O)Nc2ccc(C[C@@H]3CC[C@H]([C@H](O)c4ccccc4)N3)cc2)cs1. The result is 0 (non-blocker). (3) The molecule is COc1cc2c(cc1OC)[C@@H]1Cc3ccc(OC)c(OC)c3[C@@H](Cc3ccccc3)N1CC2. The result is 1 (blocker). (4) The drug is Cn1c(SCCCN2CC3CCN(c4ccccc4C(F)(F)F)C3C2)nnc1-c1cnccn1. The result is 1 (blocker). (5) The molecule is O=C(N[C@@H]1COc2cccc(-c3cncnc3)c2C1)c1ccc(OCCC(F)(F)F)nc1. The result is 1 (blocker). (6) The compound is COC(=O)c1coc(CN2CCN(C(=O)CC(c3ccc(F)cc3)c3ccc(Br)cc3)CC2)n1. The result is 1 (blocker). (7) The compound is O=[N+]([O-])c1cn2c(n1)OC[C@H](Oc1ccc(OC(F)(F)F)cc1)C2. The result is 0 (non-blocker). (8) The compound is Nc1nc2c(C(=O)NC3CN4CCC3CC4)cccc2o1. The result is 0 (non-blocker).